From a dataset of Retrosynthesis with 50K atom-mapped reactions and 10 reaction types from USPTO. Predict the reactants needed to synthesize the given product. (1) The reactants are: CI.COc1ccc2c(c1)C(c1ccccc1)=NCC(=O)N2. Given the product COc1ccc2c(c1)C(c1ccccc1)=NCC(=O)N2C, predict the reactants needed to synthesize it. (2) Given the product N#Cc1ccc(N(Cc2ccccc2C(F)(F)F)[C@H]2CCN(Cc3ccncc3)C2)cc1, predict the reactants needed to synthesize it. The reactants are: BrCc1ccncc1.N#Cc1ccc(N(Cc2ccccc2C(F)(F)F)[C@H]2CCNC2)cc1. (3) Given the product c1ccc(-c2ccc(Cc3cncc4ccccc34)cn2)cc1, predict the reactants needed to synthesize it. The reactants are: BrCc1ccc(-c2ccccc2)nc1.OB(O)c1cncc2ccccc12. (4) Given the product Cl[SiH](Cl)c1ccc([Si](Cl)(Cl)Cl)cc1, predict the reactants needed to synthesize it. The reactants are: C[SiH](Cl)Cl.Cl[Si](Cl)(Cl)c1ccc([Si](Cl)(Cl)Cl)cc1. (5) Given the product C#CCC=C(C)C(C#C)OC(=O)C(c1ccc(Cl)cc1)C(C)C, predict the reactants needed to synthesize it. The reactants are: C#CCC=C(C)C(O)C#C.CC(C)C(C(=O)Cl)c1ccc(Cl)cc1. (6) The reactants are: CC(C)(C)OC(=O)N1CCC(Cc2ccc(OCc3ccc(C(F)(F)F)cc3)cc2)CC1. Given the product FC(F)(F)c1ccc(COc2ccc(CC3CCNCC3)cc2)cc1, predict the reactants needed to synthesize it. (7) Given the product CC(C)(C)OC(=O)Nc1ccc2[nH]nc(-c3ccc(N4CCC(O)CC4)cc3)c2c1, predict the reactants needed to synthesize it. The reactants are: CC(C)(C)OC(=O)Nc1ccc2[nH]nc(I)c2c1.CC1(C)OB(c2ccc(N3CCC(O)CC3)cc2)OC1(C)C. (8) Given the product CSc1ccc(-c2sc(-c3ccccc3Cl)nc2-c2ccccc2F)cc1, predict the reactants needed to synthesize it. The reactants are: CSc1ccc(C(Br)C(=O)c2ccccc2F)cc1.NC(=S)c1ccccc1Cl.